The task is: Predict the reactants needed to synthesize the given product.. This data is from Full USPTO retrosynthesis dataset with 1.9M reactions from patents (1976-2016). (1) Given the product [Cl:18][C:24]1[N:22]=[C:23]2[N:9]([CH3:8])[N:10]=[C:11]([CH3:15])[C:12]2=[CH:13][C:6]=1[CH:5]=[O:7], predict the reactants needed to synthesize it. The reactants are: C(O[C:5](=[O:7])[CH3:6])(=O)C.[CH3:8][N:9]1[C:13](N)=[CH:12][C:11]([CH3:15])=[N:10]1.P(Cl)(Cl)([Cl:18])=O.C[N:22]([CH:24]=O)[CH3:23]. (2) Given the product [C:38]([O:37][C:35]([NH:42][C:2]1[CH:3]=[C:4]2[C:10]([C:11]3[CH:20]=[CH:19][C:14]([C:15]([OH:17])=[O:16])=[CH:13][C:12]=3[F:21])=[CH:9][N:8]([C:22](=[O:34])[C:23]3[C:28]([C:29]([F:30])([F:31])[F:32])=[CH:27][CH:26]=[CH:25][C:24]=3[Cl:33])[C:5]2=[CH:6][N:7]=1)=[O:36])([CH3:41])([CH3:40])[CH3:39], predict the reactants needed to synthesize it. The reactants are: Cl[C:2]1[CH:3]=[C:4]2[C:10]([C:11]3[CH:20]=[CH:19][C:14]([C:15]([O:17]C)=[O:16])=[CH:13][C:12]=3[F:21])=[CH:9][N:8]([C:22](=[O:34])[C:23]3[C:28]([C:29]([F:32])([F:31])[F:30])=[CH:27][CH:26]=[CH:25][C:24]=3[Cl:33])[C:5]2=[CH:6][N:7]=1.[C:35]([NH2:42])([O:37][C:38]([CH3:41])([CH3:40])[CH3:39])=[O:36].[OH-].[Na+]. (3) Given the product [Br:1][C:2]1[CH:10]=[C:9]([F:11])[CH:8]=[C:7]2[C:3]=1[C:4]([S:22][C:23]1[CH:28]=[CH:27][C:26]([Cl:29])=[CH:25][CH:24]=1)=[C:5]1[C:15](=[O:16])[CH2:14][CH2:13][CH2:12][N:6]12, predict the reactants needed to synthesize it. The reactants are: [Br:1][C:2]1[CH:10]=[C:9]([F:11])[CH:8]=[C:7]2[C:3]=1[C:4]([S:22][C:23]1[CH:28]=[CH:27][C:26]([Cl:29])=[CH:25][CH:24]=1)=[C:5]1[C:15](=[O:16])[CH:14](C(OCC)=O)[CH2:13][CH2:12][N:6]12.Cl.C([O-])(O)=O.[Na+]. (4) Given the product [CH3:18][O:17][C:14]1[CH:15]=[CH:16][C:11]([C:10]2[C:3]3[C:2]([O:52][C@H:50]([CH3:51])[CH2:49][OH:53])=[N:7][CH:6]=[N:5][C:4]=3[O:8][C:9]=2[C:19]2[CH:24]=[CH:23][CH:22]=[CH:21][CH:20]=2)=[CH:12][CH:13]=1, predict the reactants needed to synthesize it. The reactants are: Cl[C:2]1[C:3]2[C:10]([C:11]3[CH:16]=[CH:15][C:14]([O:17][CH3:18])=[CH:13][CH:12]=3)=[C:9]([C:19]3[CH:24]=[CH:23][CH:22]=[CH:21][CH:20]=3)[O:8][C:4]=2[N:5]=[CH:6][N:7]=1.ClC1C2C(C3C=CC(CC)=CC=3)=C(C3C=CC=CC=3)OC=2N=CN=1.[CH2:49]([OH:53])[C@@H:50]([OH:52])[CH3:51].C(O)[C@H](O)C. (5) Given the product [CH3:1][C:2]1([CH3:25])[CH2:11][CH2:10][C:9]([CH3:12])([CH3:13])[C:8]2[CH:7]=[C:6]([C:14]3[S:18][C:17]([CH:19]4[CH2:24][CH2:23][N:22]([CH2:31][CH2:30][CH2:29][CH2:28][CH2:27][OH:26])[CH2:21][CH2:20]4)=[N:16][N:15]=3)[CH:5]=[CH:4][C:3]1=2, predict the reactants needed to synthesize it. The reactants are: [CH3:1][C:2]1([CH3:25])[CH2:11][CH2:10][C:9]([CH3:13])([CH3:12])[C:8]2[CH:7]=[C:6]([C:14]3[S:18][C:17]([CH:19]4[CH2:24][CH2:23][NH:22][CH2:21][CH2:20]4)=[N:16][N:15]=3)[CH:5]=[CH:4][C:3]1=2.[OH:26][CH2:27][CH2:28][CH2:29][CH2:30][CH:31]=O. (6) Given the product [CH3:8][O:9][CH2:10][CH2:11][N:12]1[CH:6]([C:2]2[S:1][CH:5]=[CH:4][CH:3]=2)[CH:14]([C:13]([NH:36][C:35]2[CH:34]=[CH:33][C:32]([CH2:31][N:25]3[CH2:30][CH2:29][CH2:28][CH2:27][CH2:26]3)=[CH:38][CH:37]=2)=[O:24])[C:15]2[C:16](=[CH:20][CH:21]=[CH:22][CH:23]=2)[C:17]1=[O:19], predict the reactants needed to synthesize it. The reactants are: [S:1]1[CH:5]=[CH:4][CH:3]=[C:2]1[CH:6]=O.[CH3:8][O:9][CH2:10][CH2:11][NH2:12].[C:13]1(=[O:24])[O:19][C:17](=O)[C:16]2=[CH:20][CH:21]=[CH:22][CH:23]=[C:15]2[CH2:14]1.[N:25]1([CH2:31][C:32]2[CH:38]=[CH:37][C:35]([NH2:36])=[CH:34][CH:33]=2)[CH2:30][CH2:29][CH2:28][CH2:27][CH2:26]1. (7) Given the product [CH:1]([O:4][C:5]1[CH:6]=[CH:7][C:8]([C:32]2([S:34]([Cl:37])(=[O:36])=[O:35])[CH2:31][CH:30]=[CH:29][S:33]2)=[CH:9][CH:10]=1)([CH3:2])[CH3:3], predict the reactants needed to synthesize it. The reactants are: [CH:1]([O:4][C:5]1[CH:10]=[CH:9][CH:8]=[CH:7][C:6]=1C1C=C(S(Cl)(=O)=O)SC=1)([CH3:3])[CH3:2].C1OC2C=CC([C:29]3[S:33][C:32]([S:34]([Cl:37])(=[O:36])=[O:35])=[CH:31][CH:30]=3)=CC=2O1. (8) The reactants are: [OH:1]O.[CH3:3][O:4][C:5](=[O:36])[CH2:6][C@H:7]1[C:11]2[CH:12]=[CH:13][C:14]([O:16][C@H:17]3[C:25]4[C:20](=[C:21](B5OC(C)(C)C(C)(C)O5)[CH:22]=[CH:23][C:24]=4[F:26])[CH2:19][CH2:18]3)=[CH:15][C:10]=2[O:9][CH2:8]1.[OH-].[Na+]. Given the product [CH3:3][O:4][C:5](=[O:36])[CH2:6][C@H:7]1[C:11]2[CH:12]=[CH:13][C:14]([O:16][C@H:17]3[C:25]4[C:20](=[C:21]([OH:1])[CH:22]=[CH:23][C:24]=4[F:26])[CH2:19][CH2:18]3)=[CH:15][C:10]=2[O:9][CH2:8]1, predict the reactants needed to synthesize it. (9) Given the product [CH:23]([C:22]1[CH:21]=[CH:28][N:27]=[CH:26][C:25]=1[C:9]1[CH:8]=[CH:7][C:4]([C:5]#[N:6])=[C:3]([O:2][CH3:1])[CH:10]=1)=[O:24], predict the reactants needed to synthesize it. The reactants are: [CH3:1][O:2][C:3]1[CH:10]=[C:9](B2OC(C)(C)C(C)(C)O2)[CH:8]=[CH:7][C:4]=1[C:5]#[N:6].Br[C:21]1[CH:28]=[N:27][CH:26]=[CH:25][C:22]=1[CH:23]=[O:24].C(=O)([O-])[O-].[Na+].[Na+].